Predict the reaction yield, written as a fraction of the theoretical maximum amount of product (1.0 means a 100% yield; for example, 0.34 means a 34% yield). From a dataset of Reaction yield outcomes from USPTO patents with 853,638 reactions. (1) The reactants are C(OC([N:11]1[CH2:16][CH2:15][C:14]2([C:24]3[C:19](=[CH:20][CH:21]=[C:22]([C:25]([CH3:28])([CH3:27])[CH3:26])[CH:23]=3)[N:18]([C:29](=[O:38])[C:30]3[C:35]([F:36])=[CH:34][CH:33]=[CH:32][C:31]=3[F:37])[CH2:17]2)[CH2:13][CH2:12]1)=O)C1C=CC=CC=1. The catalyst is CO.[Pd]. The product is [C:25]([C:22]1[CH:23]=[C:24]2[C:14]3([CH2:15][CH2:16][NH:11][CH2:12][CH2:13]3)[CH2:17][N:18]([C:29](=[O:38])[C:30]3[C:35]([F:36])=[CH:34][CH:33]=[CH:32][C:31]=3[F:37])[C:19]2=[CH:20][CH:21]=1)([CH3:28])([CH3:26])[CH3:27]. The yield is 0.620. (2) The reactants are [H-].[Na+].[O:3]=[C:4]([CH2:11][CH2:12][CH3:13])[CH2:5][C:6]([O:8][CH2:9][CH3:10])=[O:7].Br[CH2:15][C:16]1[CH:21]=[CH:20][C:19]([C:22]2[C:23]([C:28]#[N:29])=[CH:24][CH:25]=[CH:26][CH:27]=2)=[C:18]([F:30])[CH:17]=1.Cl. The catalyst is O1CCCC1. The product is [C:28]([C:23]1[CH:24]=[CH:25][CH:26]=[CH:27][C:22]=1[C:19]1[CH:20]=[CH:21][C:16]([CH2:15][CH:5]([C:4](=[O:3])[CH2:11][CH2:12][CH3:13])[C:6]([O:8][CH2:9][CH3:10])=[O:7])=[CH:17][C:18]=1[F:30])#[N:29]. The yield is 1.00. (3) The reactants are Cl.Cl.[CH:3]1([O:8][C:9]2[CH:10]=[C:11]([N:17]3[CH2:22][CH2:21][NH:20][C@@H:19]([CH2:23][N:24]4[CH2:28][CH2:27][CH2:26][CH2:25]4)[CH2:18]3)[CH:12]=[CH:13][C:14]=2[O:15][CH3:16])[CH2:7][CH2:6][CH2:5][CH2:4]1.C(N(C(C)C)CC)(C)C.[CH3:38][C:39]1[NH:43][N:42]=[C:41]([CH2:44][C:45](O)=[O:46])[N:40]=1.CN(C(ON1N=NC2C=CC=CC1=2)=[N+](C)C)C.F[P-](F)(F)(F)(F)F. The catalyst is C(Cl)Cl.CN(C=O)C. The product is [CH:3]1([O:8][C:9]2[CH:10]=[C:11]([N:17]3[CH2:22][CH2:21][N:20]([C:45](=[O:46])[CH2:44][C:41]4[N:40]=[C:39]([CH3:38])[NH:43][N:42]=4)[C@@H:19]([CH2:23][N:24]4[CH2:25][CH2:26][CH2:27][CH2:28]4)[CH2:18]3)[CH:12]=[CH:13][C:14]=2[O:15][CH3:16])[CH2:7][CH2:6][CH2:5][CH2:4]1. The yield is 0.640. (4) The reactants are Br[C:2]1[CH:3]=[C:4]([CH:36]=[CH:37][CH:38]=1)[CH2:5][C:6]1([CH2:19][N:20]([C@@H:27]2[CH2:29][C@H:28]2[C:30]2[CH:35]=[CH:34][CH:33]=[CH:32][CH:31]=2)[C:21](=[O:26])[C:22]([F:25])([F:24])[F:23])[CH2:11][CH2:10][N:9]([C:12]([O:14][C:15]([CH3:18])([CH3:17])[CH3:16])=[O:13])[CH2:8][CH2:7]1.ClCCl.[CH3:42][N:43](C=O)C. The catalyst is C1C=CC(P(C2C=CC=CC=2)[C-]2C=CC=C2)=CC=1.C1C=CC(P(C2C=CC=CC=2)[C-]2C=CC=C2)=CC=1.Cl[Pd]Cl.[Fe+2].[C-]#N.[Zn+2].[C-]#N.[Zn]. The product is [C:42]([C:2]1[CH:3]=[C:4]([CH:36]=[CH:37][CH:38]=1)[CH2:5][C:6]1([CH2:19][N:20]([C@@H:27]2[CH2:29][C@H:28]2[C:30]2[CH:35]=[CH:34][CH:33]=[CH:32][CH:31]=2)[C:21](=[O:26])[C:22]([F:23])([F:25])[F:24])[CH2:11][CH2:10][N:9]([C:12]([O:14][C:15]([CH3:16])([CH3:18])[CH3:17])=[O:13])[CH2:8][CH2:7]1)#[N:43]. The yield is 0.690. (5) The reactants are [CH3:1][CH:2]([CH3:36])[C@H:3]([NH:31][C:32](=[O:35])[O:33][CH3:34])[C:4](=[O:30])[N:5]1[CH2:9][CH2:8][CH2:7][C@H:6]1[C:10]1[NH:11][C:12]([C:15]2[CH:20]=[CH:19][C:18](B3OC(C)(C)C(C)(C)O3)=[CH:17][CH:16]=2)=[CH:13][N:14]=1.Br[C:38]1[CH:39]=[C:40]2[C:63](=[CH:64][CH:65]=1)[C:44]1[NH:45][C:46]([C@@H:48]3[CH2:52][C@H:51]([CH2:53][O:54][CH3:55])[CH2:50][N:49]3[C:56]([O:58][C:59]([CH3:62])([CH3:61])[CH3:60])=[O:57])=[N:47][C:43]=1[CH:42]=[CH:41]2.C([O-])([O-])=O.[K+].[K+]. The catalyst is COCCOC.C1C=CC([P]([Pd]([P](C2C=CC=CC=2)(C2C=CC=CC=2)C2C=CC=CC=2)([P](C2C=CC=CC=2)(C2C=CC=CC=2)C2C=CC=CC=2)[P](C2C=CC=CC=2)(C2C=CC=CC=2)C2C=CC=CC=2)(C2C=CC=CC=2)C2C=CC=CC=2)=CC=1. The product is [CH3:34][O:33][C:32]([NH:31][C@@H:3]([CH:2]([CH3:36])[CH3:1])[C:4]([N:5]1[CH2:9][CH2:8][CH2:7][C@H:6]1[C:10]1[NH:11][C:12]([C:15]2[CH:16]=[CH:17][C:18]([C:38]3[CH:39]=[C:40]4[C:63](=[CH:64][CH:65]=3)[C:44]3[NH:45][C:46]([C@@H:48]5[CH2:52][C@H:51]([CH2:53][O:54][CH3:55])[CH2:50][N:49]5[C:56]([O:58][C:59]([CH3:62])([CH3:60])[CH3:61])=[O:57])=[N:47][C:43]=3[CH:42]=[CH:41]4)=[CH:19][CH:20]=2)=[CH:13][N:14]=1)=[O:30])=[O:35]. The yield is 0.500. (6) The reactants are [H-].[Na+].[Br:3][C:4]1[NH:8][CH:7]=[C:6]([C:9]([O:11][CH2:12][CH3:13])=[O:10])[C:5]=1[CH3:14].[S:15](Cl)([C:18]1[CH:24]=[CH:23][C:21]([CH3:22])=[CH:20][CH:19]=1)(=[O:17])=[O:16]. No catalyst specified. The product is [Br:3][C:4]1[N:8]([S:15]([C:18]2[CH:24]=[CH:23][C:21]([CH3:22])=[CH:20][CH:19]=2)(=[O:17])=[O:16])[CH:7]=[C:6]([C:9]([O:11][CH2:12][CH3:13])=[O:10])[C:5]=1[CH3:14]. The yield is 0.860.